This data is from Reaction yield outcomes from USPTO patents with 853,638 reactions. The task is: Predict the reaction yield, written as a fraction of the theoretical maximum amount of product (1.0 means a 100% yield; for example, 0.34 means a 34% yield). The reactants are [O:1]1[C:5]2[CH:6]=[CH:7][C:8]([C:10]3([C:13]([NH:15][C:16]4[CH:17]=[C:18]5[C:22](=[CH:23][CH:24]=4)[NH:21][CH:20]([C:25]([CH3:28])([CH3:27])[CH3:26])[CH2:19]5)=[O:14])[CH2:12][CH2:11]3)=[CH:9][C:4]=2[O:3][CH2:2]1.O=[CH:30][CH2:31][CH2:32][C:33]([OH:35])=[O:34].[BH3-]C#N.[Na+]. The catalyst is CO.CC(O)=O. The product is [O:1]1[C:5]2[CH:6]=[CH:7][C:8]([C:10]3([C:13]([NH:15][C:16]4[CH:17]=[C:18]5[C:22](=[CH:23][CH:24]=4)[N:21]([CH2:30][CH2:31][CH2:32][C:33]([OH:35])=[O:34])[CH:20]([C:25]([CH3:28])([CH3:27])[CH3:26])[CH2:19]5)=[O:14])[CH2:12][CH2:11]3)=[CH:9][C:4]=2[O:3][CH2:2]1. The yield is 0.300.